From a dataset of Peptide-MHC class II binding affinity with 134,281 pairs from IEDB. Regression. Given a peptide amino acid sequence and an MHC pseudo amino acid sequence, predict their binding affinity value. This is MHC class II binding data. (1) The peptide sequence is NVSHIQSAVVCGRRH. The MHC is HLA-DQA10301-DQB10302 with pseudo-sequence HLA-DQA10301-DQB10302. The binding affinity (normalized) is 0.147. (2) The peptide sequence is GINTIPIAINEAEYV. The MHC is DRB1_0401 with pseudo-sequence DRB1_0401. The binding affinity (normalized) is 0.0251. (3) The MHC is HLA-DQA10102-DQB10501 with pseudo-sequence HLA-DQA10102-DQB10501. The binding affinity (normalized) is 0.770. The peptide sequence is ALAAAGLVGVLAGLAK.